The task is: Predict which catalyst facilitates the given reaction.. This data is from Catalyst prediction with 721,799 reactions and 888 catalyst types from USPTO. (1) Reactant: [CH3:1][N:2]([CH3:28])[S:3]([N:6]1[CH:10]=[C:9]([C:11]([C:13]2[CH:21]=[CH:20][CH:19]=[CH:18][C:14]=2[C:15](O)=[O:16])=O)[C:8]([C:22]2[CH:27]=[CH:26][CH:25]=[CH:24][N:23]=2)=[N:7]1)(=[O:5])=[O:4].O.[NH2:30][NH2:31]. Product: [CH3:1][N:2]([CH3:28])[S:3]([N:6]1[CH:10]=[C:9]([C:11]2[C:13]3[C:14](=[CH:18][CH:19]=[CH:20][CH:21]=3)[C:15](=[O:16])[NH:31][N:30]=2)[C:8]([C:22]2[CH:27]=[CH:26][CH:25]=[CH:24][N:23]=2)=[N:7]1)(=[O:4])=[O:5]. The catalyst class is: 8. (2) Reactant: [Cl:1][C:2]1[CH:7]=[CH:6][CH:5]=[CH:4][C:3]=1[N:8]1[CH:12]=[C:11](C(O)=O)[C:10]([C:16]([F:19])([F:18])[F:17])=[N:9]1.F[P-](F)(F)(F)(F)F.Br[P+](N1CCCC1)(N1CCCC1)N1CCCC1.[C:44]([O:48][C:49]([N:51]1[CH2:56][CH2:55][CH:54]([C:57]2[CH:62]=[CH:61][C:60]([NH2:63])=[CH:59][CH:58]=2)[CH2:53][CH2:52]1)=[O:50])([CH3:47])([CH3:46])[CH3:45].C(N(C(C)C)CC)(C)C.[CH3:73][OH:74]. Product: [C:44]([O:48][C:49]([N:51]1[CH2:56][CH2:55][CH:54]([C:57]2[CH:62]=[CH:61][C:60]([NH:63][C:73]([C:10]3([C:16]([F:17])([F:18])[F:19])[CH:11]=[CH:12][N:8]([C:3]4[CH:4]=[CH:5][CH:6]=[CH:7][C:2]=4[Cl:1])[NH:9]3)=[O:74])=[CH:59][CH:58]=2)[CH2:53][CH2:52]1)=[O:50])([CH3:47])([CH3:45])[CH3:46]. The catalyst class is: 2. (3) Reactant: [CH3:1][C@:2]([NH:26]C(=O)OC(C)(C)C)([C:5](=[O:25])[NH:6][C:7]1[CH:8]=[N:9][C:10]([O:13][C:14]2[CH:23]=[CH:22][CH:21]=[C:20]3[C:15]=2[CH2:16][CH:17]([CH3:24])[CH2:18][O:19]3)=[CH:11][CH:12]=1)[CH2:3][CH3:4].C(O)(C(F)(F)F)=O. Product: [NH2:26][C@:2]([CH3:1])([CH2:3][CH3:4])[C:5]([NH:6][C:7]1[CH:8]=[N:9][C:10]([O:13][C:14]2[CH:23]=[CH:22][CH:21]=[C:20]3[C:15]=2[CH2:16][CH:17]([CH3:24])[CH2:18][O:19]3)=[CH:11][CH:12]=1)=[O:25]. The catalyst class is: 4. (4) The catalyst class is: 90. Product: [N:24]1[CH:23]=[CH:22][C:21]([C:19]([NH:18][CH2:17][C:14]2[CH:13]=[CH:12][C:11]([O:10][C:8]3[CH:7]=[CH:6][C:5]([NH:27][S:28]([C:31]4[CH:32]=[CH:33][C:34]([CH3:37])=[CH:35][CH:36]=4)(=[O:30])=[O:29])=[C:4]([CH:9]=3)[C:3]([OH:38])=[O:2])=[CH:16][CH:15]=2)=[O:20])=[CH:26][CH:25]=1. Reactant: C[O:2][C:3](=[O:38])[C:4]1[CH:9]=[C:8]([O:10][C:11]2[CH:16]=[CH:15][C:14]([CH2:17][NH:18][C:19]([C:21]3[CH:26]=[CH:25][N:24]=[CH:23][CH:22]=3)=[O:20])=[CH:13][CH:12]=2)[CH:7]=[CH:6][C:5]=1[NH:27][S:28]([C:31]1[CH:36]=[CH:35][C:34]([CH3:37])=[CH:33][CH:32]=1)(=[O:30])=[O:29].[Li+].[OH-].OS([O-])(=O)=O.[K+]. (5) Reactant: [F:1][C:2]1[CH:7]=[CH:6][C:5]([C:8]2[O:12][C:11]([CH2:13][C@H:14]([OH:19])[C:15]([CH3:18])([CH3:17])[CH3:16])=[N:10][N:9]=2)=[CH:4][CH:3]=1.[N:20]([C@@H:23]([CH2:28][CH2:29][CH2:30][CH3:31])[C:24]([O:26][CH3:27])=[O:25])=[C:21]=[O:22]. Product: [F:1][C:2]1[CH:3]=[CH:4][C:5]([C:8]2[O:12][C:11]([CH2:13][C@H:14]([O:19][C:21]([NH:20][C@@H:23]([CH2:28][CH2:29][CH2:30][CH3:31])[C:24]([O:26][CH3:27])=[O:25])=[O:22])[C:15]([CH3:16])([CH3:18])[CH3:17])=[N:10][N:9]=2)=[CH:6][CH:7]=1. The catalyst class is: 11. (6) Reactant: [F:1][C:2]1[CH:10]=[C:9]([CH3:11])[CH:8]=[CH:7][C:3]=1[C:4]([OH:6])=[O:5].[N+:12]([O-])([OH:14])=[O:13]. Product: [F:1][C:2]1[CH:10]=[C:9]([CH3:11])[C:8]([N+:12]([O-:14])=[O:13])=[CH:7][C:3]=1[C:4]([OH:6])=[O:5]. The catalyst class is: 65. (7) Reactant: [C:1]1(=O)[CH2:6][CH2:5][CH2:4][CH2:3][CH2:2]1.[CH3:8][C:9]1[CH:14]=[CH:13][C:12]([S:15]([NH:18][NH2:19])(=[O:17])=[O:16])=[CH:11][CH:10]=1. Product: [C:1]1(=[N:19][NH:18][S:15]([C:12]2[CH:13]=[CH:14][C:9]([CH3:8])=[CH:10][CH:11]=2)(=[O:16])=[O:17])[CH2:6][CH2:5][CH2:4][CH2:3][CH2:2]1. The catalyst class is: 5. (8) Reactant: [CH:1]1([C:6]2[CH:11]=[CH:10][C:9]([N+:12]([O-])=O)=[CH:8][CH:7]=2)[CH2:5][CH2:4][CH2:3][CH2:2]1.C1(C2C=CC=CC=2[N+]([O-])=O)CCCC1.[C:29](OC(=O)C)(=[O:31])[CH3:30]. Product: [CH:1]1([C:6]2[CH:11]=[CH:10][C:9]([NH:12][C:29](=[O:31])[CH3:30])=[CH:8][CH:7]=2)[CH2:5][CH2:4][CH2:3][CH2:2]1. The catalyst class is: 19.